Predict the reaction yield, written as a fraction of the theoretical maximum amount of product (1.0 means a 100% yield; for example, 0.34 means a 34% yield). From a dataset of Reaction yield outcomes from USPTO patents with 853,638 reactions. (1) The reactants are [Cl:1][C:2]1[CH:3]=[C:4]([C:9]2([C:31]([F:34])([F:33])[F:32])[O:13][N:12]=[C:11]([C:14]3[S:18][C:17]([C:19]([NH:21][CH2:22][C:23]([O:25]C)=[O:24])=[O:20])=[C:16]4[CH2:27][CH2:28][CH2:29][CH2:30][C:15]=34)[CH2:10]2)[CH:5]=[C:6]([Cl:8])[CH:7]=1.O[Li].O. The catalyst is CO.O. The product is [Cl:8][C:6]1[CH:5]=[C:4]([C:9]2([C:31]([F:32])([F:34])[F:33])[O:13][N:12]=[C:11]([C:14]3[S:18][C:17]([C:19]([NH:21][CH2:22][C:23]([OH:25])=[O:24])=[O:20])=[C:16]4[CH2:27][CH2:28][CH2:29][CH2:30][C:15]=34)[CH2:10]2)[CH:3]=[C:2]([Cl:1])[CH:7]=1. The yield is 0.820. (2) The catalyst is C1(C)C=CC=CC=1.C(#N)C. The product is [F:23][C:21]1[CH:20]=[CH:19][C:18]([N+:24]([O-:26])=[O:25])=[C:17]([CH:8]([C:7]([O:14][CH3:15])=[O:13])[C:9]([O:11][CH3:12])=[O:10])[CH:22]=1. The reactants are C(=O)([O-])[O-].[K+].[K+].[C:7]([O:14][CH3:15])(=[O:13])[CH2:8][C:9]([O:11][CH3:12])=[O:10].F[C:17]1[CH:22]=[C:21]([F:23])[CH:20]=[CH:19][C:18]=1[N+:24]([O-:26])=[O:25].Cl. The yield is 0.810. (3) The reactants are C([O-])([O-])=O.[Na+].[Na+].[CH:7]([C:9]1[CH:14]=[CH:13][C:12](B(O)O)=[CH:11][CH:10]=1)=[O:8].Cl[C:19]1[C:24]([Cl:25])=[CH:23][C:22]([CH:26]=[CH2:27])=[CH:21][N:20]=1. The catalyst is COCCOC.O.C1C=CC([P]([Pd]([P](C2C=CC=CC=2)(C2C=CC=CC=2)C2C=CC=CC=2)([P](C2C=CC=CC=2)(C2C=CC=CC=2)C2C=CC=CC=2)[P](C2C=CC=CC=2)(C2C=CC=CC=2)C2C=CC=CC=2)(C2C=CC=CC=2)C2C=CC=CC=2)=CC=1. The product is [Cl:25][C:24]1[C:19]([C:12]2[CH:13]=[CH:14][C:9]([CH:7]=[O:8])=[CH:10][CH:11]=2)=[N:20][CH:21]=[C:22]([CH:26]=[CH2:27])[CH:23]=1. The yield is 0.820. (4) The reactants are [C:1](OC(=O)C)(=[O:3])[CH3:2].[I:8][C:9]1[C:14]2[O:15][CH2:16][O:17][C:13]=2[C:12]([NH2:18])=[CH:11][CH:10]=1.O. The catalyst is C(O)(=O)C. The product is [I:8][C:9]1[C:14]2[O:15][CH2:16][O:17][C:13]=2[C:12]([NH:18][C:1](=[O:3])[CH3:2])=[CH:11][CH:10]=1. The yield is 0.926. (5) The reactants are Br[C:2]1[CH:3]=[CH:4][C:5]2[O:11][CH2:10][CH2:9][N:8]3[C:12]([C:18]([NH:20][CH:21]4[CH2:26][CH2:25][O:24][CH2:23][CH2:22]4)=[O:19])=[C:13]([C:15]([NH2:17])=[O:16])[N:14]=[C:7]3[C:6]=2[CH:27]=1.[C:28]([C@:30]1([OH:38])[CH2:35][CH2:34][CH2:33][N:32]([CH3:36])[C:31]1=[O:37])#[CH:29]. No catalyst specified. The product is [OH:38][C@@:30]1([C:28]#[C:29][C:2]2[CH:3]=[CH:4][C:5]3[O:11][CH2:10][CH2:9][N:8]4[C:12]([C:18]([NH:20][CH:21]5[CH2:22][CH2:23][O:24][CH2:25][CH2:26]5)=[O:19])=[C:13]([C:15]([NH2:17])=[O:16])[N:14]=[C:7]4[C:6]=3[CH:27]=2)[CH2:35][CH2:34][CH2:33][N:32]([CH3:36])[C:31]1=[O:37]. The yield is 0.253. (6) The reactants are [N:1]1([C:7]2[CH:12]=[CH:11][CH:10]=[CH:9][C:8]=2[NH2:13])[CH2:6][CH2:5][CH2:4][CH2:3][CH2:2]1.[K+].[C:15]([C:17]1[N:18]=[C:19]([C:30]([O-])=[O:31])[N:20]([CH2:22][O:23][CH2:24][CH2:25][Si:26]([CH3:29])([CH3:28])[CH3:27])[CH:21]=1)#[N:16].C1CN([P+](Br)(N2CCCC2)N2CCCC2)CC1.F[P-](F)(F)(F)(F)F.CCN(C(C)C)C(C)C. The catalyst is ClCCCl.CCOC(C)=O. The product is [N:1]1([C:7]2[CH:12]=[CH:11][CH:10]=[CH:9][C:8]=2[NH:13][C:30]([C:19]2[N:20]([CH2:22][O:23][CH2:24][CH2:25][Si:26]([CH3:29])([CH3:28])[CH3:27])[CH:21]=[C:17]([C:15]#[N:16])[N:18]=2)=[O:31])[CH2:6][CH2:5][CH2:4][CH2:3][CH2:2]1. The yield is 0.850. (7) The reactants are Cl[C:2]1[O:3][C:4]([C:15]2[CH:20]=[CH:19][C:18]([O:21][CH3:22])=[CH:17][CH:16]=2)=[C:5]([C:7]2[CH:12]=[CH:11][C:10]([O:13][CH3:14])=[CH:9][CH:8]=2)[N:6]=1.[NH:23]1[CH2:28][CH2:27][NH:26][CH2:25][CH2:24]1.C(=O)([O-])[O-].[Cs+].[Cs+].O. The catalyst is CN(C)C=O. The product is [CH3:14][O:13][C:10]1[CH:11]=[CH:12][C:7]([C:5]2[N:6]=[C:2]([N:23]3[CH2:28][CH2:27][NH:26][CH2:25][CH2:24]3)[O:3][C:4]=2[C:15]2[CH:20]=[CH:19][C:18]([O:21][CH3:22])=[CH:17][CH:16]=2)=[CH:8][CH:9]=1. The yield is 0.810. (8) The reactants are [Cl:1][C:2]1[CH:7]=[CH:6][C:5]([C:8]2[C:14]3[CH:15]=[C:16]([O:19][CH3:20])[CH:17]=[CH:18][C:13]=3[N:12]3[C:21]([CH3:24])=[N:22][N:23]=[C:11]3[C@H:10]([CH2:25][C:26]([OH:28])=[O:27])[N:9]=2)=[CH:4][CH:3]=1.[C:29](Cl)(=O)[C:30](Cl)=O.C(O)C. The catalyst is C1COCC1. The product is [Cl:1][C:2]1[CH:7]=[CH:6][C:5]([C:8]2[C:14]3[CH:15]=[C:16]([O:19][CH3:20])[CH:17]=[CH:18][C:13]=3[N:12]3[C:21]([CH3:24])=[N:22][N:23]=[C:11]3[C@H:10]([CH2:25][C:26]([O:28][CH2:29][CH3:30])=[O:27])[N:9]=2)=[CH:4][CH:3]=1. The yield is 0.150. (9) The reactants are [C:1]([C:4]1[C:9]([NH:10][C:11]([C:13]2[N:14]=[C:15]([CH:18]([CH3:20])[CH3:19])[S:16][CH:17]=2)=O)=[C:8]([Cl:21])[C:7]([O:22][CH2:23][CH:24]([O:27][CH3:28])[O:25][CH3:26])=[CH:6][CH:5]=1)(=[O:3])[CH3:2].CC([O-])(C)C.[K+].Cl. The catalyst is CC(O)(C)C. The product is [Cl:21][C:8]1[C:7]([O:22][CH2:23][CH:24]([O:27][CH3:28])[O:25][CH3:26])=[CH:6][CH:5]=[C:4]2[C:9]=1[N:10]=[C:11]([C:13]1[N:14]=[C:15]([CH:18]([CH3:20])[CH3:19])[S:16][CH:17]=1)[CH:2]=[C:1]2[OH:3]. The yield is 0.850.